Dataset: Peptide-MHC class II binding affinity with 134,281 pairs from IEDB. Task: Regression. Given a peptide amino acid sequence and an MHC pseudo amino acid sequence, predict their binding affinity value. This is MHC class II binding data. (1) The peptide sequence is LEKISNEIKIVATPD. The MHC is HLA-DQA10102-DQB10502 with pseudo-sequence HLA-DQA10102-DQB10502. The binding affinity (normalized) is 0.211. (2) The peptide sequence is SQPATGAATVAAGAA. The MHC is HLA-DPA10201-DPB10101 with pseudo-sequence HLA-DPA10201-DPB10101. The binding affinity (normalized) is 0. (3) The peptide sequence is AVWGKNSCAKNYNCK. The MHC is HLA-DQA10102-DQB10502 with pseudo-sequence HLA-DQA10102-DQB10502. The binding affinity (normalized) is 0. (4) The peptide sequence is NMPNGLIAQFYQPEREKV. The MHC is DRB5_0101 with pseudo-sequence DRB5_0101. The binding affinity (normalized) is 0.255. (5) The peptide sequence is LLAMAVLAALFAGAW. The MHC is DRB1_0101 with pseudo-sequence DRB1_0101. The binding affinity (normalized) is 0.351. (6) The peptide sequence is YDKFLANVSTVLTKK. The MHC is DRB1_0701 with pseudo-sequence DRB1_0701. The binding affinity (normalized) is 0.727. (7) The peptide sequence is NKFVSPKSVSGTFVA. The MHC is DRB4_0101 with pseudo-sequence DRB4_0103. The binding affinity (normalized) is 0.105. (8) The peptide sequence is LGGLWKTVSPHRSPI. The MHC is DRB1_1501 with pseudo-sequence DRB1_1501. The binding affinity (normalized) is 0.303. (9) The peptide sequence is KITQWLETKGVERLKRM. The MHC is DRB5_0101 with pseudo-sequence DRB5_0101. The binding affinity (normalized) is 0.850.